Dataset: Forward reaction prediction with 1.9M reactions from USPTO patents (1976-2016). Task: Predict the product of the given reaction. Given the reactants [Cl:1][S:2]([OH:5])(=O)=[O:3].[Cl:6][C:7]1[CH:12]=[CH:11][C:10]([CH2:13][C:14](=[O:16])[CH3:15])=[CH:9][CH:8]=1, predict the reaction product. The product is: [Cl:6][C:7]1[CH:8]=[CH:9][C:10]([CH2:13][C:14](=[O:16])[CH3:15])=[CH:11][C:12]=1[S:2]([Cl:1])(=[O:5])=[O:3].